From a dataset of Full USPTO retrosynthesis dataset with 1.9M reactions from patents (1976-2016). Predict the reactants needed to synthesize the given product. (1) Given the product [CH2:47]([O:46][C:44]1[CH:43]=[C:42]([O:49][CH:50]([CH3:52])[CH3:51])[C:41]([F:53])=[C:40]([CH:26]([NH:27][C:28]2[CH:29]=[CH:30][C:31]([C:34]3[N:38]=[C:37]([CH3:39])[O:36][N:35]=3)=[CH:32][CH:33]=2)[C:4]2[N:5]([C:7]([C:8]3[CH:9]=[CH:10][CH:11]=[CH:12][CH:13]=3)([C:14]3[CH:15]=[CH:16][CH:17]=[CH:18][CH:19]=3)[C:20]3[CH:21]=[CH:22][CH:23]=[CH:24][CH:25]=3)[CH:6]=[C:2]([C:58]3[CH:59]=[CH:60][CH:61]=[CH:62][C:57]=3[C:54](=[O:56])[CH3:55])[N:3]=2)[CH:45]=1)[CH3:48], predict the reactants needed to synthesize it. The reactants are: Br[C:2]1[N:3]=[C:4]([CH:26]([C:40]2[CH:45]=[C:44]([O:46][CH2:47][CH3:48])[CH:43]=[C:42]([O:49][CH:50]([CH3:52])[CH3:51])[C:41]=2[F:53])[NH:27][C:28]2[CH:33]=[CH:32][C:31]([C:34]3[N:38]=[C:37]([CH3:39])[O:36][N:35]=3)=[CH:30][CH:29]=2)[N:5]([C:7]([C:20]2[CH:25]=[CH:24][CH:23]=[CH:22][CH:21]=2)([C:14]2[CH:19]=[CH:18][CH:17]=[CH:16][CH:15]=2)[C:8]2[CH:13]=[CH:12][CH:11]=[CH:10][CH:9]=2)[CH:6]=1.[C:54]([C:57]1[CH:62]=[CH:61][CH:60]=[CH:59][C:58]=1B(O)O)(=[O:56])[CH3:55]. (2) Given the product [ClH:1].[CH3:26][C:10]1[CH:11]=[C:12]2[C:17](=[CH:18][C:9]=1[C:7]1[CH:6]=[C:5]([N:27]3[CH2:32][CH2:31][N:30]([CH3:33])[CH2:29][CH2:28]3)[N:4]=[C:3]([NH2:2])[N:8]=1)[CH2:16][NH:15][CH2:14][CH2:13]2.[ClH:1], predict the reactants needed to synthesize it. The reactants are: [ClH:1].[NH2:2][C:3]1[N:8]=[C:7]([C:9]2[CH:18]=[C:17]3[C:12]([CH2:13][CH2:14][N:15](C(OC(C)(C)C)=O)[CH2:16]3)=[CH:11][C:10]=2[CH3:26])[CH:6]=[C:5]([N:27]2[CH2:32][CH2:31][N:30]([CH3:33])[CH2:29][CH2:28]2)[N:4]=1. (3) Given the product [Cl:1][C:2]1[CH:3]=[CH:4][C:5]([O:18][CH2:19][CH:20]([CH3:22])[CH3:21])=[C:6]([CH2:8][N:9]2[C:13]([CH3:14])=[CH:12][C:11]([C:15]([NH:53][C:54]3[CH:55]=[C:56]4[C:61](=[CH:62][CH:63]=3)[CH2:60][N:59]([C:64]([O:66][C:67]([CH3:70])([CH3:69])[CH3:68])=[O:65])[CH2:58][CH2:57]4)=[O:17])=[N:10]2)[CH:7]=1, predict the reactants needed to synthesize it. The reactants are: [Cl:1][C:2]1[CH:3]=[CH:4][C:5]([O:18][CH2:19][CH:20]([CH3:22])[CH3:21])=[C:6]([CH2:8][N:9]2[C:13]([CH3:14])=[CH:12][C:11]([C:15]([OH:17])=O)=[N:10]2)[CH:7]=1.Cl.CN(C)CCCN=C=NCC.O.ON1C2C=CC=CC=2N=N1.C(N(CC)CC)C.[NH2:53][C:54]1[CH:55]=[C:56]2[C:61](=[CH:62][CH:63]=1)[CH2:60][N:59]([C:64]([O:66][C:67]([CH3:70])([CH3:69])[CH3:68])=[O:65])[CH2:58][CH2:57]2. (4) Given the product [CH2:15]([O:14][C:12](=[O:13])[CH:11]([NH:10][C:7](=[O:9])[CH2:6][C:2]1[S:1][CH:5]=[CH:4][CH:3]=1)[CH2:19][CH3:20])[CH:16]([CH3:17])[CH3:18], predict the reactants needed to synthesize it. The reactants are: [S:1]1[CH:5]=[CH:4][CH:3]=[C:2]1[CH2:6][C:7]([OH:9])=O.[NH2:10][CH:11]([CH2:19][CH3:20])[C:12]([O:14][CH2:15][CH:16]([CH3:18])[CH3:17])=[O:13]. (5) Given the product [CH:1]1([C:4]2[CH:9]=[CH:8][N:7]=[C:6]([C:10](=[NH:11])[O:12][CH2:13][CH3:14])[CH:5]=2)[CH2:3][CH2:2]1, predict the reactants needed to synthesize it. The reactants are: [CH:1]1([C:4]2[CH:9]=[CH:8][N:7]=[C:6]([C:10]#[N:11])[CH:5]=2)[CH2:3][CH2:2]1.[O-:12][CH2:13][CH3:14].[Na+]. (6) Given the product [CH:11]([C:9]1[CH:8]=[CH:7][C:3]([C:4]([OH:6])=[O:5])=[CH:2][N:10]=1)([CH3:13])[CH3:12], predict the reactants needed to synthesize it. The reactants are: Cl[C:2]1[N:10]=[C:9]([CH:11]([CH3:13])[CH3:12])[CH:8]=[CH:7][C:3]=1[C:4]([OH:6])=[O:5].